This data is from Full USPTO retrosynthesis dataset with 1.9M reactions from patents (1976-2016). The task is: Predict the reactants needed to synthesize the given product. Given the product [ClH:13].[Cl:13][C:14]1[CH:15]=[C:16]([CH:20]=[CH:21][CH:22]=1)[C:17]([O:1][CH2:2][CH2:3][NH:4][CH3:5])=[O:18], predict the reactants needed to synthesize it. The reactants are: [OH:1][CH2:2][CH2:3][N:4](C)[C:5](=O)OC(C)(C)C.[Cl:13][C:14]1[CH:15]=[C:16]([CH:20]=[CH:21][CH:22]=1)[C:17](Cl)=[O:18].N1C=CC=CC=1.